Dataset: Full USPTO retrosynthesis dataset with 1.9M reactions from patents (1976-2016). Task: Predict the reactants needed to synthesize the given product. (1) Given the product [I:12][C:9]1[CH:10]=[C:11]2[C:6](=[CH:7][CH:8]=1)[N:5]=[CH:4][N:3]=[C:2]2[NH:13][CH2:14][CH2:15][OH:16], predict the reactants needed to synthesize it. The reactants are: Cl[C:2]1[C:11]2[C:6](=[CH:7][CH:8]=[C:9]([I:12])[CH:10]=2)[N:5]=[CH:4][N:3]=1.[NH2:13][CH2:14][CH2:15][OH:16]. (2) Given the product [F:1][C:2]1[CH:7]=[CH:6][C:5]([O:8][CH3:9])=[C:4]2[C:3]=1[CH2:11][CH2:12][CH2:13][O:14]2, predict the reactants needed to synthesize it. The reactants are: [F:1][C:2]1[C:3]([CH2:11][CH2:12][CH2:13][OH:14])=[C:4](O)[C:5]([O:8][CH3:9])=[CH:6][CH:7]=1.C1(P(C2C=CC=CC=2)C2C=CC=CC=2)C=CC=CC=1.CC(OC(/N=N/C(OC(C)C)=O)=O)C. (3) The reactants are: [CH:1]([CH:4]1[CH2:9][CH:8]([CH3:10])[C:7](=[O:11])[C:6]([CH3:12])=[CH:5]1)([CH3:3])[CH3:2].[CH2:13]([Mg]Cl)[CH3:14]. Given the product [CH2:13]([C:7]1([OH:11])[CH:8]([CH3:10])[CH2:9][CH:4]([CH:1]([CH3:3])[CH3:2])[CH:5]=[C:6]1[CH3:12])[CH3:14], predict the reactants needed to synthesize it.